Dataset: Full USPTO retrosynthesis dataset with 1.9M reactions from patents (1976-2016). Task: Predict the reactants needed to synthesize the given product. Given the product [O:1]=[C:2]1[NH:6][C:5](=[O:7])[C:4](=[CH:8][C:9]2[CH:10]=[N:11][N:12]3[CH:17]=[CH:16][C:15]([C:18]4[CH:19]=[C:20]([CH:25]=[CH:26][CH:27]=4)[C:21]([OH:23])=[O:22])=[N:14][C:13]=23)[S:3]1, predict the reactants needed to synthesize it. The reactants are: [O:1]=[C:2]1[NH:6][C:5](=[O:7])[C:4](=[CH:8][C:9]2[CH:10]=[N:11][N:12]3[CH:17]=[CH:16][C:15]([C:18]4[CH:19]=[C:20]([CH:25]=[CH:26][CH:27]=4)[C:21]([O:23]C)=[O:22])=[N:14][C:13]=23)[S:3]1.[OH-].[Na+].